From a dataset of Reaction yield outcomes from USPTO patents with 853,638 reactions. Predict the reaction yield, written as a fraction of the theoretical maximum amount of product (1.0 means a 100% yield; for example, 0.34 means a 34% yield). (1) The reactants are Br[C:2]1[CH:6]=[C:5]([CH:7]2[CH2:12][C:11]([CH3:26])([S:13]([C:16]3[CH:21]=[CH:20][CH:19]=[C:18]([C:22]([F:25])([F:24])[F:23])[CH:17]=3)(=[O:15])=[O:14])[CH2:10][CH2:9][O:8]2)[N:4]([CH3:27])[N:3]=1.CCN(C(C)C)C(C)C.[CH3:37][S-:38].[Na+].CC1(C)C2C(=C(P(C3C=CC=CC=3)C3C=CC=CC=3)C=CC=2)OC2C(P(C3C=CC=CC=3)C3C=CC=CC=3)=CC=CC1=2. The catalyst is C1(C)C=CC=CC=1.C1C=CC(/C=C/C(/C=C/C2C=CC=CC=2)=O)=CC=1.C1C=CC(/C=C/C(/C=C/C2C=CC=CC=2)=O)=CC=1.C1C=CC(/C=C/C(/C=C/C2C=CC=CC=2)=O)=CC=1.[Pd].[Pd]. The product is [CH3:27][N:4]1[C:5]([CH:7]2[CH2:12][C:11]([CH3:26])([S:13]([C:16]3[CH:21]=[CH:20][CH:19]=[C:18]([C:22]([F:25])([F:24])[F:23])[CH:17]=3)(=[O:15])=[O:14])[CH2:10][CH2:9][O:8]2)=[CH:6][C:2]([S:38][CH3:37])=[N:3]1. The yield is 0.640. (2) The reactants are [Br:1][C:2]1[N:7]=[C:6]2[C:8]([C:11]([NH:13][C:14]([CH3:17])([CH3:16])[CH3:15])=[O:12])=[CH:9][NH:10][C:5]2=[N:4][CH:3]=1.Cl[C:19]([C:32]1[CH:37]=[CH:36][CH:35]=[CH:34][CH:33]=1)([C:26]1[CH:31]=[CH:30][CH:29]=[CH:28][CH:27]=1)[C:20]1[CH:25]=[CH:24][CH:23]=[CH:22][CH:21]=1.C(N(CC)CC)C.O. The catalyst is CN(C=O)C. The product is [Br:1][C:2]1[N:7]=[C:6]2[C:8]([C:11]([NH:13][C:14]([CH3:17])([CH3:16])[CH3:15])=[O:12])=[CH:9][N:10]([C:19]([C:20]3[CH:25]=[CH:24][CH:23]=[CH:22][CH:21]=3)([C:32]3[CH:33]=[CH:34][CH:35]=[CH:36][CH:37]=3)[C:26]3[CH:27]=[CH:28][CH:29]=[CH:30][CH:31]=3)[C:5]2=[N:4][CH:3]=1. The yield is 0.730. (3) The reactants are [CH3:1][O:2][C:3]1[C:15]2[NH:14][C:13]3[C:8](=[CH:9][C:10]([C:16](OCC)=O)=[CH:11][CH:12]=3)[C:7]=2[CH:6]=[C:5]2[C:21]3[CH:22]=[C:23]([C:28](OCC)=O)[CH:24]=[CH:25][C:26]=3[NH:27][C:4]=12.[H-].[H-].[H-].[H-].[Li+].[Al+3]. The catalyst is C1COCC1. The product is [CH3:1][O:2][C:3]1[C:4]2[NH:27][C:26]3[C:21](=[CH:22][C:23]([CH3:28])=[CH:24][CH:25]=3)[C:5]=2[CH:6]=[C:7]2[C:8]3[CH:9]=[C:10]([CH3:16])[CH:11]=[CH:12][C:13]=3[NH:14][C:15]=12. The yield is 0.140. (4) The reactants are CO[C:3](=[O:26])[CH2:4][CH2:5][C:6]1[CH:11]=[CH:10][C:9]([C:12]([CH2:23][CH3:24])([C:15]2[CH:20]=[CH:19][C:18]([OH:21])=[C:17]([CH3:22])[CH:16]=2)[CH2:13][CH3:14])=[CH:8][C:7]=1[CH3:25].[Li][C:28]([CH3:31])([CH3:30])[CH3:29]. The catalyst is C1COCC1.ClCCl. The product is [CH2:23]([C:12]([C:9]1[CH:10]=[CH:11][C:6]([CH2:5][CH2:4][C:3](=[O:26])[C:28]([CH3:31])([CH3:30])[CH3:29])=[C:7]([CH3:25])[CH:8]=1)([C:15]1[CH:20]=[CH:19][C:18]([OH:21])=[C:17]([CH3:22])[CH:16]=1)[CH2:13][CH3:14])[CH3:24]. The yield is 0.770. (5) The product is [C:47]1([CH3:56])[C:48]([C:53]([N:9]([CH2:8][C:7](=[O:33])[CH2:6][N:5]2[C:4](=[O:34])[C:3]3=[CH:35][CH:36]=[CH:37][CH:38]=[C:2]3[C:1]2=[O:39])[C@@H:10]([C:14]2[N:23]([CH2:24][C:25]3[CH:26]=[CH:27][CH:28]=[CH:29][CH:30]=3)[C:22](=[O:31])[C:21]3[C:16](=[CH:17][C:18]([Cl:32])=[CH:19][CH:20]=3)[N:15]=2)[CH:11]([CH3:13])[CH3:12])=[O:54])=[CH:49][CH:50]=[CH:51][CH:52]=1. The reactants are [C:1]1(=[O:39])[N:5]([CH2:6][C:7](=[O:33])[CH2:8][NH:9][C@@H:10]([C:14]2[N:23]([CH2:24][C:25]3[CH:30]=[CH:29][CH:28]=[CH:27][CH:26]=3)[C:22](=[O:31])[C:21]3[C:16](=[CH:17][C:18]([Cl:32])=[CH:19][CH:20]=3)[N:15]=2)[CH:11]([CH3:13])[CH3:12])[C:4](=[O:34])[C:3]2=[CH:35][CH:36]=[CH:37][CH:38]=[C:2]12.CCN(CC)CC.[C:47]1([CH3:56])[C:48]([C:53](Cl)=[O:54])=[CH:49][CH:50]=[CH:51][CH:52]=1. The catalyst is C(Cl)Cl. The yield is 0.730. (6) The reactants are FC(F)(F)C(O)=O.C(OC(=O)[NH:14][C:15]1[C:20]([CH:21]2[CH2:23][CH2:22]2)=[CH:19][N:18]2[CH:24]=[C:25]([C:27]3[CH:32]=[CH:31][CH:30]=[CH:29][CH:28]=3)[N:26]=[C:17]2[CH:16]=1)(C)(C)C. The catalyst is ClCCl. The product is [CH:21]1([C:20]2[C:15]([NH2:14])=[CH:16][C:17]3[N:18]([CH:24]=[C:25]([C:27]4[CH:28]=[CH:29][CH:30]=[CH:31][CH:32]=4)[N:26]=3)[CH:19]=2)[CH2:23][CH2:22]1. The yield is 0.610. (7) The reactants are [Br:1][C:2]1[C:3]([O:11][CH2:12][C:13]([F:16])([F:15])[F:14])=[N:4][CH:5]=[C:6]([N+:8]([O-])=O)[CH:7]=1.Cl. The catalyst is C(O)C. The product is [Br:1][C:2]1[CH:7]=[C:6]([NH2:8])[CH:5]=[N:4][C:3]=1[O:11][CH2:12][C:13]([F:14])([F:15])[F:16]. The yield is 0.970.